From a dataset of Human Reference Interactome with 51,813 positive PPI pairs across 8,248 proteins, plus equal number of experimentally-validated negative pairs. Binary Classification. Given two protein amino acid sequences, predict whether they physically interact or not. (1) Protein 1 (ENSG00000265763) has sequence MPEWPPCLSVAPALVITMAAGKGAPLSPSAENRWRLSEPELGRGCKPVLLEKTNRLGPEAAVGRAGRDVGSAELALLVAPGKPRPGKPLPPKTRGEQRQSAFTELPRMKDRQVDAQAQEREHDDPTGQPGAPQLTQNIPRGPAGSKVFSVWPSGARSEQRSAFSKPTKRPAERPELTSVFPAGESADALGELSGLLNTTDLACWGRLSTPKLLVGDLWNLQALPQNAPLCSTFLGAPTLWLEHTQAQVPPPSSSSTTSWALLPPTLTSLGLSTQNWCAKCNLSFRLTSDLVFHMRSHHKK.... Protein 2 (ENSG00000172273) has sequence MPPPGKVPRKENLWLQCEWGSCSFVCSTMEKFFEHVTQHLQQHLHGSGEEEEEEEEDDPLEEEFSCLWQECGFCSLDSSADLIRHVYFHCYHTKLKQWGLQALQSQADLGPCILDFQSRNVIPDIPDHFLCLWEHCENSFDNPEWFYRHVEAHSLCCEYEAVGKDNPVVLCGWKGCTCTFKDRSKLREHLRSHTQEKVVACPTCGGMFANNTKFLDHIRRQTSLDQQHFQCSHCSKRFATERLLRDHMRNHVNHYKCPLCDMTCPLPSSLRNHMRFRHSEDRPFKCDCCDYSCKNLIDLQ.... Result: 0 (the proteins do not interact). (2) Protein 1 (ENSG00000180383) has sequence MTQLLLFLVALLVLGHVPSGRSEFKRCWKGQGACQTYCTRQETYMHLCPDASLCCLSYALKPPPVPKHEYE*. Protein 2 (ENSG00000163072) has sequence MRDPLTDCPYNKVYKNLKEFSQNGENFCKQVTSVLQQRANLEISYAKGLQKLASKLSKALQNTRKSCVSSAWAWASEGMKSTADLHQKLGKAIELEAIKPTYQVLNVQEKKRKSLDNEVEKTANLVISNWNQQIKAKKKLMVSTKKHEALFQLVESSKQSMTEKEKRKLLNKLTKSTEKLEKEDENYYQKNMAGYSTRLKWENTLENCYQSILELEKERIQLLCNNLNQYSQHISLFGQTLTTCHTQIHCAISKIDIEKDIQAVMEETAILSTENKSEFLLTDYFEEDPNSAMDKERRKS.... Result: 0 (the proteins do not interact). (3) Protein 1 (ENSG00000137404) has sequence MAPALLLIPAALASFILAFGTGVEFVRFTSLRPLLGGIPESGGPDARQGWLAALQDRSILAPLAWDLGLLLLFVGQHSLMAAERVKAWTSRYFGVLQRSLYVACTALALQLVMRYWEPIPKGPVLWEARAEPWATWVPLLCFVLHVISWLLIFSILLVFDYAELMGLKQVYYHVLGLGEPLALKSPRALRLFSHLRHPVCVELLTVLWVVPTLGTDRLLLAFLLTLYLGLAHGLDQQDLRYLRAQLQRKLHLLSRPQDGEAE*MAPALLLIPAALASFILAFGTGVEFVRFTSLRPLLGG.... Protein 2 (ENSG00000141699) has sequence MAEAEGVPTTPGPASGSTFRGRRDVSGSWERDQQVEAAQRALVEVLGPYEPLLSRVQAALVWERPARSALWCLGLNAAFWFFALTSLRLVFLLAFGLMIIVCIDQWKNKIWPEIKVPRPDALDNESWGFVHPRLLSVPELCHHVAEVWVSGTIFIRNVLLFKKQNPGKFCLLSCGILTFLAVLGRYVPGLLLSYLMLVTVMMWPLAVYHRLWDRAYVRLKPALQRLDFSVRGYMMSKQRERQLRRRALHPERAMDNHSDSEEELAAFCPQLDDSTVARELAITDSEHSDAEVSCTDNGTF.... Result: 1 (the proteins interact). (4) Protein 1 (ENSG00000104427) has sequence MEGLEENGGVVQVGELLPCKICGRTFFPVALKKHGPICQKTATKKRKTFDSSRQRAEGTDIPTVKPLKPRPEPPKKPSNWRRKHEEFIATIRAAKGLDQALKEGGKLPPPPPPSYDPDYIQCPYCQRRFNENAADRHINFCKEQAARISNKGKFSTDTKGKPTSRTQVYKPPALKKSNSPGTASSGSSRLPQPSGAGKTVVGVPSGKVSSSSSSLGNKLQTLSPSHKGIAAPHAGANVKPRNSTPPSLARNPAPGVLTNKRKTYTESYIARPDGDCASSLNGGNIKGIEGHSPGNLPKFC.... Protein 2 (ENSG00000143882) has sequence MSEFWLISAPGDKENLQALERMNTVTSKSNLSYNTKFAIPDFKVGTLDSLVGLSDELGKLDTFAESLIRRMAQSVVEVMEDSKGKVQEHLLANGVDLTSFVTHFEWDMAKYPVKQPLVSVVDTIAKQLAQIEMDLKSRTAAYNTLKTNLENLEKKSMGNLFTRTLSDIVSKEDFVLDSEYLVTLLVIVPKPNYSQWQKTYESLSDMVVPRSTKLITEDKEGGLFTVTLFRKVIEDFKTKAKENKFTVREFYYDEKEIEREREEMARLLSDKKQQYQTSCVALKKGSSTFPDHKVKVTPLG.... Result: 0 (the proteins do not interact). (5) Protein 1 (ENSG00000241644) has sequence MKGGFTGGDEYQKHFLPRDYLATYYSFDGSPSPEAEMLKFNLECLHKTFGPGGLQGDTLIDIGSGPTIYQVLAACDSFQDITLSDFTDRNREELEKWLKKEPGAYDWTPAVKFACELEGNSGRWEEKEEKLRAAVKRVLKCDVHLGNPLAPAVLPLADCVLTLLAMECACCSLDAYRAALCNLASLLKPGGHLVTTVTLRLPSYMVGKREFSCVALEKEEVEQAVLDAGFDIEQLLHSPQSYSVTNAANNGVCFIVARKKPGP*MKGGFTGGDEYQKHFLPRDYLATYYSFDGSPSPEAE.... Protein 2 (ENSG00000174718) has sequence MNWNEKPKSATLPPLYPKSQPPFLHQSLINQITTTSQSSFSYPGSNQEACMYPGNSNPISQPLLNIQNYPQQISVSDMHNGTVVASHTSVERITYANVNGPKQLTHNLQMSSGVTQNVWLNSPMRNPVHSHIGATVSHQTDFGANVPNMPALQSQLITSDTYSMQMQMIPSNSTRLPVAYQGNQGLNQSFSEQQVDWTQQCISKGLTYPDYRPPPKLYRYSPQSFLPDSTIQKQNFIPHTSLQVKNSQLLNSVLTLPSRQTSAVPSQQYATQTDKRPPPPPYNCRYGSQPLQSTQHITKH.... Result: 0 (the proteins do not interact).